From a dataset of Full USPTO retrosynthesis dataset with 1.9M reactions from patents (1976-2016). Predict the reactants needed to synthesize the given product. Given the product [CH:10]([C:5]1[O:6][N:2]=[C:3]([NH2:13])[CH:4]=1)([CH3:12])[CH3:11], predict the reactants needed to synthesize it. The reactants are: O[N:2]=[C:3]([NH2:13])[CH2:4][C:5]1([CH:10]([CH3:12])[CH3:11])OCC[O:6]1.Cl.